From a dataset of Reaction yield outcomes from USPTO patents with 853,638 reactions. Predict the reaction yield, written as a fraction of the theoretical maximum amount of product (1.0 means a 100% yield; for example, 0.34 means a 34% yield). (1) The reactants are [CH3:1][N:2]([CH3:19])[C:3]1([C:13]2[CH:18]=[CH:17][CH:16]=[CH:15][CH:14]=2)[CH2:12][CH2:11][C:6]2(OCC[O:7]2)[CH2:5][CH2:4]1. The catalyst is Cl. The product is [CH3:1][N:2]([CH3:19])[C:3]1([C:13]2[CH:14]=[CH:15][CH:16]=[CH:17][CH:18]=2)[CH2:12][CH2:11][C:6](=[O:7])[CH2:5][CH2:4]1. The yield is 0.670. (2) The reactants are [ClH:1].C(OC([N:9]1[CH2:12][CH:11]([C:13]2[C:14]([C:19]3[CH:24]=[CH:23][CH:22]=[CH:21][CH:20]=3)=[N:15][CH:16]=[CH:17][CH:18]=2)[CH2:10]1)=O)(C)(C)C. The catalyst is CO. The product is [ClH:1].[NH:9]1[CH2:12][CH:11]([C:13]2[C:14]([C:19]3[CH:24]=[CH:23][CH:22]=[CH:21][CH:20]=3)=[N:15][CH:16]=[CH:17][CH:18]=2)[CH2:10]1. The yield is 0.940. (3) The reactants are C(OC(=O)[NH:7][C@H:8]([CH2:34][C:35]1[CH:40]=[C:39]([F:41])[C:38]([F:42])=[CH:37][C:36]=1[F:43])[CH2:9][C:10](=[O:33])[N:11]1[CH2:16][CH2:15][N:14]2[C:17]([C:29]([F:32])([F:31])[F:30])=[N:18][C:19]([C:20]([N:22]3[CH2:27][CH2:26][NH:25][C:24](=[O:28])[CH2:23]3)=[O:21])=[C:13]2[CH2:12]1)(C)(C)C.[ClH:45]. The catalyst is C(OCC)(=O)C. The product is [ClH:45].[NH2:7][C@H:8]([CH2:34][C:35]1[CH:40]=[C:39]([F:41])[C:38]([F:42])=[CH:37][C:36]=1[F:43])[CH2:9][C:10]([N:11]1[CH2:16][CH2:15][N:14]2[C:17]([C:29]([F:30])([F:32])[F:31])=[N:18][C:19]([C:20]([N:22]3[CH2:27][CH2:26][NH:25][C:24](=[O:28])[CH2:23]3)=[O:21])=[C:13]2[CH2:12]1)=[O:33]. The yield is 0.930. (4) The reactants are [C:1]([N:8]1[CH2:12][C@@H:11]([N:13]=[N+]=[N-])[CH2:10][C@H:9]1[C:16]([N:18]([CH3:20])[CH3:19])=[O:17])([O:3][C:4]([CH3:7])([CH3:6])[CH3:5])=[O:2]. The catalyst is O1CCOCC1.[Pd]. The product is [C:1]([N:8]1[CH2:12][C@@H:11]([NH2:13])[CH2:10][C@H:9]1[C:16]([N:18]([CH3:20])[CH3:19])=[O:17])([O:3][C:4]([CH3:7])([CH3:6])[CH3:5])=[O:2]. The yield is 0.985. (5) The reactants are [F:1][C:2]1[CH:7]=[CH:6][C:5]([S:8]([N:11]2[C:20]3[C:15](=[CH:16][C:17]([C:21]([OH:30])([C:26]([F:29])([F:28])[F:27])[C:22]([F:25])([F:24])[F:23])=[CH:18][CH:19]=3)[CH2:14][CH2:13][C@H:12]2[CH2:31][C:32]([NH:34][NH:35][C:36](=[O:49])[CH2:37][C:38]([NH:41]C(=O)OC(C)(C)C)([CH3:40])[CH3:39])=O)(=[O:10])=[O:9])=[CH:4][CH:3]=1.CCN(C(C)C)C(C)C.S(Cl)(C1C=CC(C)=CC=1)(=O)=O.C(O)(C(F)(F)F)=O. The catalyst is C(Cl)Cl.C(OCC)(=O)C. The product is [NH2:41][C:38]([CH3:40])([CH3:39])[CH2:37][C:36]1[O:49][C:32]([CH2:31][C@@H:12]2[CH2:13][CH2:14][C:15]3[C:20](=[CH:19][CH:18]=[C:17]([C:21]([OH:30])([C:26]([F:27])([F:28])[F:29])[C:22]([F:23])([F:24])[F:25])[CH:16]=3)[N:11]2[S:8]([C:5]2[CH:6]=[CH:7][C:2]([F:1])=[CH:3][CH:4]=2)(=[O:10])=[O:9])=[N:34][N:35]=1. The yield is 0.230. (6) The reactants are [F:1][C:2]1[CH:7]=[C:6]([CH3:8])[CH:5]=[CH:4][C:3]=1[NH2:9].C1(P(C2C=CC=CC=2)C2(P(C3C=CC=CC=3)C3C=CC=CC=3)CC=C3C(C=CC=C3)=C2C2C3C(=CC=CC=3)C=CC=2)C=CC=CC=1.C(=O)([O-])[O-].[Cs+].[Cs+].[CH2:62]([O:64][C:65]([C:67]1[C:72](Cl)=[C:71]([CH3:74])[C:70](=[O:75])[N:69]([CH3:76])[C:68]=1[CH3:77])=[O:66])[CH3:63]. The catalyst is C1(C)C=CC=CC=1.CCOC(C)=O.C([O-])(=O)C.[Pd+2].C([O-])(=O)C. The product is [CH2:62]([O:64][C:65]([C:67]1[C:72]([NH:9][C:3]2[CH:4]=[CH:5][C:6]([CH3:8])=[CH:7][C:2]=2[F:1])=[C:71]([CH3:74])[C:70](=[O:75])[N:69]([CH3:76])[C:68]=1[CH3:77])=[O:66])[CH3:63]. The yield is 0.710. (7) The reactants are [F:1][C:2]1[CH:21]=[CH:20][C:5]([C:6]([NH:8][C:9]2[CH:19]=[CH:18][C:12]([C:13]([O:15]CC)=[O:14])=[CH:11][CH:10]=2)=[O:7])=[CH:4][CH:3]=1.O1CCCC1.[OH-].[Li+]. The catalyst is CO. The product is [F:1][C:2]1[CH:21]=[CH:20][C:5]([C:6]([NH:8][C:9]2[CH:19]=[CH:18][C:12]([C:13]([OH:15])=[O:14])=[CH:11][CH:10]=2)=[O:7])=[CH:4][CH:3]=1. The yield is 0.950.